This data is from NCI-60 drug combinations with 297,098 pairs across 59 cell lines. The task is: Regression. Given two drug SMILES strings and cell line genomic features, predict the synergy score measuring deviation from expected non-interaction effect. (1) Drug 1: C1=CC(=C2C(=C1NCCNCCO)C(=O)C3=C(C=CC(=C3C2=O)O)O)NCCNCCO. Drug 2: C1CN1P(=S)(N2CC2)N3CC3. Cell line: OVCAR-5. Synergy scores: CSS=19.5, Synergy_ZIP=-11.8, Synergy_Bliss=-7.55, Synergy_Loewe=-16.7, Synergy_HSA=-5.13. (2) Drug 1: CC12CCC3C(C1CCC2=O)CC(=C)C4=CC(=O)C=CC34C. Drug 2: C1=CC(=CC=C1CCC2=CNC3=C2C(=O)NC(=N3)N)C(=O)NC(CCC(=O)O)C(=O)O. Cell line: NCI-H460. Synergy scores: CSS=54.2, Synergy_ZIP=0.996, Synergy_Bliss=0.335, Synergy_Loewe=0.692, Synergy_HSA=3.31. (3) Drug 1: CC1(CCCN1)C2=NC3=C(C=CC=C3N2)C(=O)N. Drug 2: CCC1=C2N=C(C=C(N2N=C1)NCC3=C[N+](=CC=C3)[O-])N4CCCCC4CCO. Cell line: SW-620. Synergy scores: CSS=48.4, Synergy_ZIP=2.61, Synergy_Bliss=3.90, Synergy_Loewe=-46.1, Synergy_HSA=2.61.